Dataset: Peptide-MHC class I binding affinity with 185,985 pairs from IEDB/IMGT. Task: Regression. Given a peptide amino acid sequence and an MHC pseudo amino acid sequence, predict their binding affinity value. This is MHC class I binding data. The peptide sequence is VLEDVQAAGI. The MHC is HLA-A02:01 with pseudo-sequence HLA-A02:01. The binding affinity (normalized) is 0.497.